From a dataset of Full USPTO retrosynthesis dataset with 1.9M reactions from patents (1976-2016). Predict the reactants needed to synthesize the given product. (1) Given the product [CH2:21]([N:15]1[CH2:14][CH2:13][C:12]2[CH:18]=[CH:19][C:9]([O:8][CH2:7][C:1]3[CH:2]=[CH:3][CH:4]=[CH:5][CH:6]=3)=[CH:10][C:11]=2[CH2:17][CH2:16]1)[CH3:22], predict the reactants needed to synthesize it. The reactants are: [C:1]1([CH2:7][O:8][C:9]2[CH:19]=[CH:18][C:12]3[CH2:13][CH2:14][NH:15][CH2:16][CH2:17][C:11]=3[CH:10]=2)[CH:6]=[CH:5][CH:4]=[CH:3][CH:2]=1.I[CH2:21][CH3:22].C(=O)([O-])[O-].[K+].[K+].[I-].[K+]. (2) Given the product [C:3]([O:7][C:8]([N:10]([C:11]1[CH:16]=[C:15]([CH2:17][O:18][Si:19]([C:22]([CH3:25])([CH3:24])[CH3:23])([CH3:20])[CH3:21])[CH:14]=[CH:13][N:12]=1)[CH3:26])=[O:9])([CH3:6])([CH3:5])[CH3:4], predict the reactants needed to synthesize it. The reactants are: [H-].[Na+].[C:3]([O:7][C:8]([NH:10][C:11]1[CH:16]=[C:15]([CH2:17][O:18][Si:19]([C:22]([CH3:25])([CH3:24])[CH3:23])([CH3:21])[CH3:20])[CH:14]=[CH:13][N:12]=1)=[O:9])([CH3:6])([CH3:5])[CH3:4].[CH3:26]I.O. (3) Given the product [CH3:1][N:2]([CH3:28])[C:3]([C:5]1[N:22]([CH:23]2[CH2:24][CH2:25][CH2:26][CH2:27]2)[C:8]2[N:9]=[C:10]([NH:13][C:14]3[CH:19]=[CH:18][C:17]([CH2:20][N:36]4[CH2:37][CH2:38][N:33]([S:30]([CH3:29])(=[O:32])=[O:31])[CH2:34][CH2:35]4)=[CH:16][N:15]=3)[N:11]=[CH:12][C:7]=2[CH:6]=1)=[O:4], predict the reactants needed to synthesize it. The reactants are: [CH3:1][N:2]([CH3:28])[C:3]([C:5]1[N:22]([CH:23]2[CH2:27][CH2:26][CH2:25][CH2:24]2)[C:8]2[N:9]=[C:10]([NH:13][C:14]3[CH:19]=[CH:18][C:17]([CH:20]=O)=[CH:16][N:15]=3)[N:11]=[CH:12][C:7]=2[CH:6]=1)=[O:4].[CH3:29][S:30]([N:33]1[CH2:38][CH2:37][NH:36][CH2:35][CH2:34]1)(=[O:32])=[O:31]. (4) Given the product [CH:1]([P:4]([CH2:9][CH2:10][NH:11][C:12](=[O:18])[O:13][C:14]([CH3:17])([CH3:15])[CH3:16])([CH:6]([CH3:7])[CH3:8])=[O:5])([CH3:3])[CH3:2], predict the reactants needed to synthesize it. The reactants are: [CH:1]([P:4]([CH2:9][CH2:10][N:11](CC1C=CC(OC)=CC=1)[C:12](=[O:18])[O:13][C:14]([CH3:17])([CH3:16])[CH3:15])([CH:6]([CH3:8])[CH3:7])=[O:5])([CH3:3])[CH3:2].O=[N+]([O-])[O-].[O-][N+](=O)[O-].[O-][N+](=O)[O-].[O-][N+](=O)[O-].[O-][N+](=O)[O-].[O-][N+](=O)[O-].[Ce+4].[NH4+].[NH4+]. (5) Given the product [C:1]([O:5][C:6]([N:8]1[C:12]2=[N:13][CH:14]=[C:15]([C:41]3[CH:46]=[CH:45][CH:44]=[CH:43][CH:42]=3)[CH:16]=[C:11]2[C:10]([C:18](=[O:34])[C:19]2[CH:24]=[CH:23][CH:22]=[C:21]([O:25][C:26]([O:28][C:29]([CH3:32])([CH3:31])[CH3:30])=[O:27])[C:20]=2[F:33])=[CH:9]1)=[O:7])([CH3:4])([CH3:3])[CH3:2], predict the reactants needed to synthesize it. The reactants are: [C:1]([O:5][C:6]([N:8]1[C:12]2=[N:13][CH:14]=[C:15](Br)[CH:16]=[C:11]2[C:10]([C:18](=[O:34])[C:19]2[CH:24]=[CH:23][CH:22]=[C:21]([O:25][C:26]([O:28][C:29]([CH3:32])([CH3:31])[CH3:30])=[O:27])[C:20]=2[F:33])=[CH:9]1)=[O:7])([CH3:4])([CH3:3])[CH3:2].C(=O)([O-])[O-].[K+].[K+].[C:41]1(B(O)O)[CH:46]=[CH:45][CH:44]=[CH:43][CH:42]=1. (6) Given the product [CH2:34]([NH:26][C@H:23]1[CH2:22][CH2:21][C@H:20]([NH:19][C:15]2[CH:14]=[C:13]([C:11]3[CH:10]=[N:9][CH:8]=[C:7]([NH:6][CH2:5][C:4]4[CH:27]=[CH:28][CH:29]=[C:2]([F:1])[CH:3]=4)[N:12]=3)[CH:18]=[CH:17][N:16]=2)[CH2:25][CH2:24]1)[C:35]1[CH:40]=[CH:39][CH:38]=[CH:37][CH:36]=1, predict the reactants needed to synthesize it. The reactants are: [F:1][C:2]1[CH:3]=[C:4]([CH:27]=[CH:28][CH:29]=1)[CH2:5][NH:6][C:7]1[N:12]=[C:11]([C:13]2[CH:18]=[CH:17][N:16]=[C:15]([NH:19][C@H:20]3[CH2:25][CH2:24][C@H:23]([NH2:26])[CH2:22][CH2:21]3)[CH:14]=2)[CH:10]=[N:9][CH:8]=1.C(O)(=O)C.[CH:34](=O)[C:35]1[CH:40]=[CH:39][CH:38]=[CH:37][CH:36]=1.C(O[BH-](OC(=O)C)OC(=O)C)(=O)C.[Na+]. (7) Given the product [ClH:13].[CH:1]([C:4]1[CH:8]=[CH:7][N:6]([CH2:9][Cl:13])[N:5]=1)([CH3:3])[CH3:2], predict the reactants needed to synthesize it. The reactants are: [CH:1]([C:4]1[CH:8]=[CH:7][N:6]([CH2:9]O)[N:5]=1)([CH3:3])[CH3:2].S(Cl)([Cl:13])=O. (8) Given the product [NH2:10][C@@H:11]([C:17]1[CH:22]=[CH:21][CH:20]=[CH:19][CH:18]=1)[C:12]([N:14]([CH3:16])[CH3:15])=[O:13], predict the reactants needed to synthesize it. The reactants are: C(OC(=O)[NH:10][C@@H:11]([C:17]1[CH:22]=[CH:21][CH:20]=[CH:19][CH:18]=1)[C:12]([N:14]([CH3:16])[CH3:15])=[O:13])C1C=CC=CC=1.C1COCC1. (9) Given the product [Br:16][C:17]1[CH:22]=[CH:21][C:20]([S:23]([NH:2][C:3]([CH3:8])([CH3:7])[CH:4]([OH:6])[CH3:5])(=[O:25])=[O:24])=[CH:19][CH:18]=1, predict the reactants needed to synthesize it. The reactants are: Cl.[NH2:2][C:3]([CH3:8])([CH3:7])[CH:4]([OH:6])[CH3:5].C(N(CC)CC)C.[Br:16][C:17]1[CH:22]=[CH:21][C:20]([S:23](Cl)(=[O:25])=[O:24])=[CH:19][CH:18]=1. (10) Given the product [CH2:5]([C:9]1[S:13][C:12]([S:14]([NH2:17])(=[O:16])=[O:15])=[C:11]([C:22]2[CH:27]=[CH:26][C:25]([CH2:28][N:29]3[CH:33]=[N:32][N:31]=[N:30]3)=[CH:24][CH:23]=2)[CH:10]=1)[CH:6]([CH3:8])[CH3:7], predict the reactants needed to synthesize it. The reactants are: B(Cl)(Cl)Cl.[CH2:5]([C:9]1[S:13][C:12]([S:14]([NH:17]C(C)(C)C)(=[O:16])=[O:15])=[C:11]([C:22]2[CH:27]=[CH:26][C:25]([CH2:28][N:29]3[CH:33]=[N:32][N:31]=[N:30]3)=[CH:24][CH:23]=2)[CH:10]=1)[CH:6]([CH3:8])[CH3:7].O.